Dataset: Full USPTO retrosynthesis dataset with 1.9M reactions from patents (1976-2016). Task: Predict the reactants needed to synthesize the given product. (1) Given the product [C:38]([OH:50])(=[O:49])[CH2:39][C:40]([CH2:45][C:46]([OH:48])=[O:47])([C:42]([OH:44])=[O:43])[OH:41].[O:1]([CH2:8][C@@H:9]([OH:37])[CH2:10][NH:11][CH2:12][CH2:13][CH:14]([C:15]1[CH:16]=[CH:17][C:18]([NH:21][C:22]([O:24][CH3:25])=[O:23])=[CH:19][CH:20]=1)[C:26]1[CH:31]=[CH:30][C:29]([NH:32][C:33]([O:35][CH3:36])=[O:34])=[CH:28][CH:27]=1)[C:2]1[CH:7]=[CH:6][CH:5]=[CH:4][CH:3]=1, predict the reactants needed to synthesize it. The reactants are: [O:1]([CH2:8][C@@H:9]([OH:37])[CH2:10][NH:11][CH2:12][CH2:13][CH:14]([C:26]1[CH:31]=[CH:30][C:29]([NH:32][C:33]([O:35][CH3:36])=[O:34])=[CH:28][CH:27]=1)[C:15]1[CH:20]=[CH:19][C:18]([NH:21][C:22]([O:24][CH3:25])=[O:23])=[CH:17][CH:16]=1)[C:2]1[CH:7]=[CH:6][CH:5]=[CH:4][CH:3]=1.[C:38]([OH:50])(=[O:49])[CH2:39][C:40]([CH2:45][C:46]([OH:48])=[O:47])([C:42]([OH:44])=[O:43])[OH:41].O. (2) Given the product [C:33]([O:37][C:38]([NH:40][C@:41]([CH2:53][CH3:54])([CH:42]=[CH:7][C:3]1[O:2][CH:6]=[CH:5][CH:4]=1)[CH2:44][O:45][C:46](=[O:52])[CH2:47][CH2:48][CH2:49][CH2:50][CH3:51])=[O:39])([CH3:35])([CH3:36])[CH3:34], predict the reactants needed to synthesize it. The reactants are: [Br-].[O:2]1[CH:6]=[CH:5][CH:4]=[C:3]1[CH2:7][P+](C1C=CC=CC=1)(C1C=CC=CC=1)C1C=CC=CC=1.CC(C)([O-])C.[K+].[C:33]([O:37][C:38]([NH:40][C@@:41]([CH2:53][CH3:54])([CH2:44][O:45][C:46](=[O:52])[CH2:47][CH2:48][CH2:49][CH2:50][CH3:51])[CH:42]=O)=[O:39])([CH3:36])([CH3:35])[CH3:34].[Cl-].[NH4+]. (3) Given the product [CH3:30][N:31]([CH3:37])[CH:32]1[CH2:36][CH2:35][N:34]([CH2:2][C:3]2[N:4]([CH3:29])[C:5]3[C:10]([CH:11]=2)=[CH:9][C:8]([NH:12][C:13]([NH:15][C:16]2[CH:21]=[CH:20][C:19]([O:22][C:23]4[CH:28]=[CH:27][CH:26]=[CH:25][CH:24]=4)=[CH:18][CH:17]=2)=[O:14])=[CH:7][CH:6]=3)[CH2:33]1, predict the reactants needed to synthesize it. The reactants are: O[CH2:2][C:3]1[N:4]([CH3:29])[C:5]2[C:10]([CH:11]=1)=[CH:9][C:8]([NH:12][C:13]([NH:15][C:16]1[CH:21]=[CH:20][C:19]([O:22][C:23]3[CH:28]=[CH:27][CH:26]=[CH:25][CH:24]=3)=[CH:18][CH:17]=1)=[O:14])=[CH:7][CH:6]=2.[CH3:30][N:31]([CH3:37])[CH:32]1[CH2:36][CH2:35][NH:34][CH2:33]1.